Dataset: Forward reaction prediction with 1.9M reactions from USPTO patents (1976-2016). Task: Predict the product of the given reaction. (1) Given the reactants [CH:1]1[C:6]([C:7]#[N:8])=[CH:5][C:4]2[C:9]([CH2:12][CH2:13][CH2:14][CH2:15][N:16]3[CH2:21][CH2:20][N:19]([C:22]4[CH:23]=[CH:24][C:25]5[O:30][C:29]([C:31]([NH2:33])=[O:32])=[CH:28][C:26]=5[CH:27]=4)[CH2:18][CH2:17]3)=[CH:10][NH:11][C:3]=2[CH:2]=1.C(OCC)(=O)C.CO.[ClH:42], predict the reaction product. The product is: [CH:1]1[C:6]([C:7]#[N:8])=[CH:5][C:4]2[C:9]([CH2:12][CH2:13][CH2:14][CH2:15][N:16]3[CH2:17][CH2:18][N:19]([C:22]4[CH:23]=[CH:24][C:25]5[O:30][C:29]([C:31]([NH2:33])=[O:32])=[CH:28][C:26]=5[CH:27]=4)[CH2:20][CH2:21]3)=[CH:10][NH:11][C:3]=2[CH:2]=1.[ClH:42]. (2) Given the reactants O.[OH-].[Li+].[F:4][C:5]1[CH:10]=[C:9]([F:11])[C:8]([F:12])=[CH:7][C:6]=1[NH:13][C:14]1[O:18][C:17]([C:19]2[NH:20][C:21]3[CH:27]=[C:26]([O:28][C@H:29]4[CH2:34][CH2:33][C@H:32]([C:35]([O:37]CC)=[O:36])[CH2:31][CH2:30]4)[CH:25]=[CH:24][C:22]=3[N:23]=2)=[N:16][N:15]=1.CO.O, predict the reaction product. The product is: [F:4][C:5]1[CH:10]=[C:9]([F:11])[C:8]([F:12])=[CH:7][C:6]=1[NH:13][C:14]1[O:18][C:17]([C:19]2[NH:20][C:21]3[CH:27]=[C:26]([O:28][C@H:29]4[CH2:30][CH2:31][C@H:32]([C:35]([OH:37])=[O:36])[CH2:33][CH2:34]4)[CH:25]=[CH:24][C:22]=3[N:23]=2)=[N:16][N:15]=1. (3) Given the reactants C(OC(=O)[NH:7][C:8]1[N:9]([CH3:25])[C:10](=[O:24])[C:11]([CH3:23])([CH3:22])[C@:12]([C:15]2[CH:20]=[CH:19][CH:18]=[C:17]([NH2:21])[CH:16]=2)([CH3:14])[N:13]=1)(C)(C)C.[F:27][C:28]([F:36])([F:35])[C:29]1([C:32](O)=[O:33])[CH2:31][CH2:30]1, predict the reaction product. The product is: [NH2:7][C:8]1[N:9]([CH3:25])[C:10](=[O:24])[C:11]([CH3:22])([CH3:23])[C@:12]([C:15]2[CH:16]=[C:17]([NH:21][C:32]([C:29]3([C:28]([F:36])([F:35])[F:27])[CH2:31][CH2:30]3)=[O:33])[CH:18]=[CH:19][CH:20]=2)([CH3:14])[N:13]=1. (4) Given the reactants [Cl:1][C:2]1[CH:7]=[CH:6][C:5]([C:8]2[C:16]3[C:11](=[CH:12][CH:13]=[CH:14][C:15]=3[S:17][CH3:18])[NH:10][C:9]=2C(O)=O)=[CH:4][CH:3]=1, predict the reaction product. The product is: [CH3:18][S:17][C:15]1[C:16]2[C:8]([C:5]3[CH:4]=[CH:3][C:2]([Cl:1])=[CH:7][CH:6]=3)=[CH:9][NH:10][C:11]=2[CH:12]=[CH:13][CH:14]=1. (5) Given the reactants [CH3:1][C:2]1[NH:11][C:10](=O)[C:9]2[C:4](=[CH:5][CH:6]=[CH:7][C:8]=2[N+:13]([O-:15])=[O:14])[N:3]=1.P(Cl)(Cl)(Cl)(Cl)[Cl:17].C([O-])(O)=O.[Na+], predict the reaction product. The product is: [Cl:17][C:10]1[C:9]2[C:4](=[CH:5][CH:6]=[CH:7][C:8]=2[N+:13]([O-:15])=[O:14])[N:3]=[C:2]([CH3:1])[N:11]=1. (6) Given the reactants [CH3:1][CH2:2][O:3][P:4]([O:19][CH2:20][CH3:21])([CH:6]([P:11]([O:16][CH2:17][CH3:18])([O:13][CH2:14][CH3:15])=[O:12])[CH2:7][CH2:8][CH2:9]I)=[O:5].[OH:22][C:23]1[CH:28]=[CH:27][C:26]([C:29](=[O:32])[CH:30]=[CH2:31])=[CH:25][CH:24]=1.C([O-])([O-])=O.[K+].[K+], predict the reaction product. The product is: [CH2:2]([O:3][P:4]([CH:6]([P:11]([O:16][CH2:17][CH3:18])([O:13][CH2:14][CH3:15])=[O:12])[CH2:7][CH2:8][CH2:9][O:22][C:23]1[CH:24]=[CH:25][C:26]([C:29](=[O:32])[CH:30]=[CH2:31])=[CH:27][CH:28]=1)([O:19][CH2:20][CH3:21])=[O:5])[CH3:1]. (7) Given the reactants [Br:1][C:2]1[CH:3]=[CH:4][C:5]([O:16][CH2:17][CH2:18][CH3:19])=[C:6]([C:8]2[CH:13]=[C:12](Cl)[N:11]=[C:10]([NH2:15])[N:9]=2)[CH:7]=1.[Cl:20][C:21]1[CH:27]=[CH:26][C:24]([NH2:25])=[CH:23][CH:22]=1, predict the reaction product. The product is: [Br:1][C:2]1[CH:3]=[CH:4][C:5]([O:16][CH2:17][CH2:18][CH3:19])=[C:6]([C:8]2[N:9]=[C:10]([NH2:15])[N:11]=[C:12]([NH:25][C:24]3[CH:26]=[CH:27][C:21]([Cl:20])=[CH:22][CH:23]=3)[CH:13]=2)[CH:7]=1.